Dataset: Antibody paratope prediction from SAbDab with 1,023 antibody chains. Task: Token-level Classification. Given an antibody amino acid sequence, predict which amino acid positions are active in antigen binding. Output is a list of indices for active paratope positions. (1) Given the antibody sequence: EVQLQQSGAELVRPGSSVKISCKASGYIFNNYWINWVKQRPGQGLEWIGQIYPGDGDTNYNGKFKGKATLTADKSSSTAYMQLSSLTSEDSAVYFCAREGYIVYWGQGTLVTVSA, which amino acid positions are active in antigen binding (paratope)? The paratope positions are: [52, 83, 84, 85]. (2) Given the antibody sequence: SYELTQPPSVSVSPGQTARITCSGDALPKQFAYWYQQKPGQAPVVMIYKDSERPSGIPERFSGSSSGTTVTSTISGVQAEDEADYYCQSVDNSGTYEVFGGGTQLTVL, which amino acid positions are active in antigen binding (paratope)? The paratope positions are: [94, 95]. (3) The paratope positions are: [52, 83, 84, 85, 104, 105, 106, 107]. Given the antibody sequence: EVQLQQSGPELVKPGASVKISCKASGYTFTDYNMHWVKQSHGKSLEWVGYTYPYNGGIGYNQKFKSKATLTLDNSSRTAYMELRSLTSEDSAVYYCVRRGYRYDGAHFDYWGQGTTLTVSS, which amino acid positions are active in antigen binding (paratope)?